Dataset: Full USPTO retrosynthesis dataset with 1.9M reactions from patents (1976-2016). Task: Predict the reactants needed to synthesize the given product. (1) The reactants are: [CH3:1][O:2][C:3]1[C:4]([CH2:14][CH:15]=[CH2:16])([CH3:13])[C:5]2[C:10]([CH2:11][CH:12]=1)=[CH:9][CH:8]=[CH:7][CH:6]=2.[Cr](O[Cr]([O-])(=O)=O)([O-])(=O)=[O:18].[NH+]1C=CC=CC=1.[NH+]1C=CC=CC=1.C(OO)(C)(C)C. Given the product [CH2:14]([C:4]1([CH3:13])[C:5]2[C:10](=[CH:9][CH:8]=[CH:7][CH:6]=2)[C:11](=[O:18])[CH:12]=[C:3]1[O:2][CH3:1])[CH:15]=[CH2:16], predict the reactants needed to synthesize it. (2) Given the product [F:36][C:30]1[CH:31]=[CH:32][C:33]([F:35])=[CH:34][C:29]=1[S:26]([NH:25][C:21]1[CH:22]=[CH:23][CH:24]=[C:19]([C:9]2[N:10]=[C:11]([N:13]3[CH2:18][CH2:17][O:16][CH2:15][CH2:14]3)[S:12][C:8]=2[C:6]2[CH:5]=[CH:4][N:3]=[C:2]([NH:41][CH:38]([CH3:40])[CH3:39])[N:7]=2)[C:20]=1[F:37])(=[O:28])=[O:27], predict the reactants needed to synthesize it. The reactants are: Cl[C:2]1[N:7]=[C:6]([C:8]2[S:12][C:11]([N:13]3[CH2:18][CH2:17][O:16][CH2:15][CH2:14]3)=[N:10][C:9]=2[C:19]2[C:20]([F:37])=[C:21]([NH:25][S:26]([C:29]3[CH:34]=[C:33]([F:35])[CH:32]=[CH:31][C:30]=3[F:36])(=[O:28])=[O:27])[CH:22]=[CH:23][CH:24]=2)[CH:5]=[CH:4][N:3]=1.[CH:38]([NH2:41])([CH3:40])[CH3:39]. (3) Given the product [C:12]([O:16][C:17]([C:19]1[C:20]([C:25]2[CH:30]=[CH:29][C:28]([CH2:31][N:5]3[C:6]([CH:7]=[O:8])=[C:2]([Cl:1])[N:3]=[C:4]3[O:9][CH2:10][CH3:11])=[C:27]([F:33])[CH:26]=2)=[CH:21][CH:22]=[CH:23][CH:24]=1)=[O:18])([CH3:15])([CH3:14])[CH3:13], predict the reactants needed to synthesize it. The reactants are: [Cl:1][C:2]1[N:3]=[C:4]([O:9][CH2:10][CH3:11])[NH:5][C:6]=1[CH:7]=[O:8].[C:12]([O:16][C:17]([C:19]1[C:20]([C:25]2[CH:30]=[CH:29][C:28]([CH2:31]Br)=[C:27]([F:33])[CH:26]=2)=[CH:21][CH:22]=[CH:23][CH:24]=1)=[O:18])([CH3:15])([CH3:14])[CH3:13].C(=O)([O-])[O-].[K+].[K+]. (4) Given the product [Br:1][C:2]1[CH:7]=[CH:6][C:5]([CH:8]([OH:14])[CH2:9][N:10]([CH2:11][CH2:12][OH:13])[C:21](=[O:22])[O:20][C:17]([CH3:19])([CH3:18])[CH3:16])=[C:4]([F:15])[CH:3]=1, predict the reactants needed to synthesize it. The reactants are: [Br:1][C:2]1[CH:7]=[CH:6][C:5]([CH:8]([OH:14])[CH2:9][NH:10][CH2:11][CH2:12][OH:13])=[C:4]([F:15])[CH:3]=1.[CH3:16][C:17]([O:20][C:21](O[C:21]([O:20][C:17]([CH3:19])([CH3:18])[CH3:16])=[O:22])=[O:22])([CH3:19])[CH3:18].CCOC(C)=O. (5) Given the product [C:30]([C:34]1[CH:35]=[CH:36][C:37]([CH2:38][N:7]2[C:8]3[C:4](=[CH:3][C:2]([Cl:1])=[CH:10][CH:9]=3)[CH:5]=[C:6]2[C:11]([CH:13]([CH2:25][CH2:26][CH3:27])[CH2:14][C:15]2[CH:24]=[CH:23][C:18]([C:19]([O:21][CH3:22])=[O:20])=[CH:17][CH:16]=2)=[O:12])=[CH:40][CH:41]=1)([CH3:33])([CH3:31])[CH3:32], predict the reactants needed to synthesize it. The reactants are: [Cl:1][C:2]1[CH:3]=[C:4]2[C:8](=[CH:9][CH:10]=1)[NH:7][C:6]([C:11]([CH:13]([CH2:25][CH2:26][CH3:27])[CH2:14][C:15]1[CH:24]=[CH:23][C:18]([C:19]([O:21][CH3:22])=[O:20])=[CH:17][CH:16]=1)=[O:12])=[CH:5]2.[H-].[Na+].[C:30]([C:34]1[CH:41]=[CH:40][C:37]([CH2:38]Br)=[CH:36][CH:35]=1)([CH3:33])([CH3:32])[CH3:31]. (6) The reactants are: Br[C:2]1[CH:7]=[CH:6][N:5]=[C:4]([Cl:8])[CH:3]=1.[F:9][C:10]1[CH:15]=[CH:14][C:13]([CH:16]2[CH2:20][CH2:19][CH2:18][NH:17]2)=[CH:12][CH:11]=1.C(N(CC)CC)C.O. Given the product [Cl:8][C:4]1[CH:3]=[C:2]([N:17]2[CH2:18][CH2:19][CH2:20][CH:16]2[C:13]2[CH:14]=[CH:15][C:10]([F:9])=[CH:11][CH:12]=2)[CH:7]=[CH:6][N:5]=1, predict the reactants needed to synthesize it. (7) Given the product [Cl:1][C:2]1[N:7]=[C:6]([C:8]2([CH:12]3[C:21]4[C:16](=[CH:17][CH:18]=[C:19]([O:22][CH2:23][CH2:24][NH:25][S:26]([CH2:29][CH2:30][CH3:31])(=[O:27])=[O:28])[CH:20]=4)[CH2:15][CH2:14][NH:13]3)[CH2:9][CH2:10][CH2:11]2)[CH:5]=[CH:4][CH:3]=1, predict the reactants needed to synthesize it. The reactants are: [Cl:1][C:2]1[N:7]=[C:6]([C:8]2([C:12]3[C:21]4[C:16](=[CH:17][CH:18]=[C:19]([O:22][CH2:23][CH2:24][NH:25][S:26]([CH2:29][CH2:30][CH3:31])(=[O:28])=[O:27])[CH:20]=4)[CH2:15][CH2:14][N:13]=3)[CH2:11][CH2:10][CH2:9]2)[CH:5]=[CH:4][CH:3]=1.[BH4-].[Na+].